From a dataset of Experimentally validated miRNA-target interactions with 360,000+ pairs, plus equal number of negative samples. Binary Classification. Given a miRNA mature sequence and a target amino acid sequence, predict their likelihood of interaction. (1) The miRNA is hsa-let-7a-5p with sequence UGAGGUAGUAGGUUGUAUAGUU. The protein sequence of the target gene is MGGCAGSRRRFSDSEGEETVPEPRLPLLDHQGAHWKNAVGFWLLGLCNNFSYVVMLSAAHDILSHKRTSGNQSHVDPGPTPIPHNSSSRFDCNSVSTAAVLLADILPTLVIKLLAPLGLHLLPYSPRVLVSGICAAGSFVLVAFSHSVGTSLCGVVFASISSGLGEVTFLSLTAFYPRAVISWWSSGTGGAGLLGALSYLGLTQAGLSPQQTLLSMLGIPALLLASYFLLLTSPEAQDPGGEEEAESAARQPLIRTEAPESKPGSSSSLSLRERWTVFKGLLWYIVPLVVVYFAEYFINQ.... Result: 0 (no interaction). (2) Result: 0 (no interaction). The protein sequence of the target gene is MFLQFAVWKCLPHGILIASLLVVSWGQYDDDWQYEDCKLARGGPPATIVAIDEESRNGTILVDNMLIKGTAGGPDPTIELSLKDNVDYWVLLDPVKQMLFLNSTGRVLDRDPPMNIHSIVVQVQCVNKKVGTVIYHEVRIVVRDRNDNSPTFKHESYYATVNELTPVGTTIFTGFSGDNGATDIDDGPNGQIEYVIQYNPEDPTSNDTFEIPLMLTGNVVLRKRLNYEDKTRYYVIIQANDRAQNLNERRTTTTTLTVDVLDGDDLGPMFLPCVLVPNTRDCRPLTYQAAIPELRTPEEL.... The miRNA is hsa-miR-3912-3p with sequence UAACGCAUAAUAUGGACAUGU.